Dataset: Reaction yield outcomes from USPTO patents with 853,638 reactions. Task: Predict the reaction yield, written as a fraction of the theoretical maximum amount of product (1.0 means a 100% yield; for example, 0.34 means a 34% yield). (1) The product is [Cl:45][C:39]1[CH:40]=[CH:41][CH:42]=[C:43]([Cl:44])[C:38]=1[C:31]1[C:30]([CH2:29][O:1][C:2]2[CH:3]=[CH:4][C:5]([C:8]3[CH:16]=[C:15]4[C:11]([C:12]([C:24]([OH:26])=[O:25])=[N:13][NH:14]4)=[CH:10][CH:9]=3)=[CH:6][CH:7]=2)=[C:34]([CH:35]([CH3:37])[CH3:36])[O:33][N:32]=1. The yield is 0.140. The reactants are [OH:1][C:2]1[CH:7]=[CH:6][C:5]([C:8]2[CH:16]=[C:15]3[C:11]([C:12]([C:24]([O:26]C)=[O:25])=[N:13][N:14]3C(OC(C)(C)C)=O)=[CH:10][CH:9]=2)=[CH:4][CH:3]=1.Cl[CH2:29][C:30]1[C:31]([C:38]2[C:43]([Cl:44])=[CH:42][CH:41]=[CH:40][C:39]=2[Cl:45])=[N:32][O:33][C:34]=1[CH:35]([CH3:37])[CH3:36].C(=O)([O-])[O-].[K+].[K+].[OH-].[Na+]. The catalyst is CN(C)C=O.C(OCC)(=O)C. (2) The reactants are [CH2:1]([O:8][C:9]1[CH:10]=[C:11]([S:22]CCC(OC)=O)[CH:12]=[N:13][C:14]=1[NH:15][C:16]1[S:17][CH:18]=[C:19]([CH3:21])[N:20]=1)[C:2]1[CH:7]=[CH:6][CH:5]=[CH:4][CH:3]=1.CC([O-])(C)C.[K+].[Cl:35][C:36]1[CH:41]=[C:40]([N+]([O-])=O)[CH:39]=[CH:38][N:37]=1.[NH4+].[Cl-:46].Cl. The catalyst is CS(C)=O. The product is [ClH:35].[ClH:46].[CH2:1]([O:8][C:9]1[C:14]([NH:15][C:16]2[S:17][CH:18]=[C:19]([CH3:21])[N:20]=2)=[N:13][CH:12]=[C:11]([S:22][C:40]2[CH:39]=[CH:38][N:37]=[C:36]([Cl:35])[CH:41]=2)[CH:10]=1)[C:2]1[CH:3]=[CH:4][CH:5]=[CH:6][CH:7]=1. The yield is 0.528.